Dataset: Reaction yield outcomes from USPTO patents with 853,638 reactions. Task: Predict the reaction yield, written as a fraction of the theoretical maximum amount of product (1.0 means a 100% yield; for example, 0.34 means a 34% yield). (1) The reactants are [Li][CH3:2].[CH2:3]([O:5][C:6]([C:8]1[C:9]2[C:24](=[O:25])[CH:23]=[CH:22][CH2:21][CH2:20][C:10]=2[N:11]([C:13]([O:15][C:16]([CH3:19])([CH3:18])[CH3:17])=[O:14])[CH:12]=1)=[O:7])[CH3:4]. The catalyst is CCOCC.C1COCC1. The product is [CH2:3]([O:5][C:6]([C:8]1[C:9]2[C:24](=[O:25])[CH2:23][CH:22]([CH3:2])[CH2:21][CH2:20][C:10]=2[N:11]([C:13]([O:15][C:16]([CH3:19])([CH3:17])[CH3:18])=[O:14])[CH:12]=1)=[O:7])[CH3:4]. The yield is 0.300. (2) The reactants are CS(C)=O.C(Cl)(=O)C(Cl)=O.[CH:11]([C@@H:24]1[O:29][CH2:28][C@@H:27]([OH:30])[CH2:26][CH2:25]1)([C:18]1[CH:23]=[CH:22][CH:21]=[CH:20][CH:19]=1)[C:12]1[CH:17]=[CH:16][CH:15]=[CH:14][CH:13]=1.C(N(CC)CC)C. The catalyst is C(Cl)Cl. The product is [CH:11]([CH:24]1[O:29][CH2:28][C:27](=[O:30])[CH2:26][CH2:25]1)([C:18]1[CH:23]=[CH:22][CH:21]=[CH:20][CH:19]=1)[C:12]1[CH:13]=[CH:14][CH:15]=[CH:16][CH:17]=1. The yield is 0.910. (3) The reactants are C(OC([N:8]([CH2:25][C@H:26]1[CH2:35][CH2:34][C:33]2[C:28](=[CH:29][CH:30]=[C:31]([C:36]3[CH:37]=[C:38]([CH:42]=[CH:43][CH:44]=3)[C:39](O)=[O:40])[CH:32]=2)[O:27]1)[CH2:9][C@H:10]([O:17][Si](C(C)(C)C)(C)C)[C:11]1[CH:12]=[N:13][CH:14]=[CH:15][CH:16]=1)=O)(C)(C)C.CN(C1C=CC=CN=1)C.[CH3:54][S:55]([NH2:58])(=[O:57])=[O:56].Cl. The catalyst is C(Cl)Cl.O1CCOCC1. The yield is 0.620. The product is [OH:17][C@H:10]([C:11]1[CH:12]=[N:13][CH:14]=[CH:15][CH:16]=1)[CH2:9][NH:8][CH2:25][C@H:26]1[CH2:35][CH2:34][C:33]2[C:28](=[CH:29][CH:30]=[C:31]([C:36]3[CH:37]=[C:38]([CH:42]=[CH:43][CH:44]=3)[C:39]([NH:58][S:55]([CH3:54])(=[O:57])=[O:56])=[O:40])[CH:32]=2)[O:27]1. (4) The reactants are CC(OC([N:8]1[CH2:13][CH2:12][N:11]([C:14]2[N:19]=[CH:18][C:17]([C:20]([OH:22])=O)=[CH:16][CH:15]=2)[CH2:10][CH2:9]1)=O)(C)C.ClC(N(C)C)=C(C)C.N1C=CC=CC=1.[NH2:37][C:38]1[N:42](C(OC(C)(C)C)=O)[N:41]=[C:40]([O:50][CH2:51][C:52]2[CH:57]=[C:56]([O:58][CH3:59])[CH:55]=[C:54]([O:60][CH3:61])[CH:53]=2)[CH:39]=1.Cl.O1CCOCC1. The catalyst is C1COCC1. The product is [CH3:59][O:58][C:56]1[CH:57]=[C:52]([CH2:51][O:50][C:40]2[CH:39]=[C:38]([NH:37][C:20]([C:17]3[CH:18]=[N:19][C:14]([N:11]4[CH2:10][CH2:9][NH:8][CH2:13][CH2:12]4)=[CH:15][CH:16]=3)=[O:22])[NH:42][N:41]=2)[CH:53]=[C:54]([O:60][CH3:61])[CH:55]=1. The yield is 0.260. (5) The reactants are [CH3:1][C:2]1[C:6]([CH2:7][N:8]2[CH:12]=[C:11]([N:13]3[C:17](=[O:18])[CH:16]([CH2:19][C:20](O)=[O:21])[NH:15][C:14]3=[O:23])[CH:10]=[N:9]2)=[C:5]([CH3:24])[O:4][N:3]=1.[CH3:25][O:26][C:27]1[CH:28]=[C:29]([CH2:33][NH2:34])[CH:30]=[CH:31][CH:32]=1. No catalyst specified. The product is [CH3:1][C:2]1[C:6]([CH2:7][N:8]2[CH:12]=[C:11]([N:13]3[C:17](=[O:18])[CH:16]([CH2:19][C:20]([NH:34][CH2:33][C:29]4[CH:30]=[CH:31][CH:32]=[C:27]([O:26][CH3:25])[CH:28]=4)=[O:21])[NH:15][C:14]3=[O:23])[CH:10]=[N:9]2)=[C:5]([CH3:24])[O:4][N:3]=1. The yield is 0.500.